Predict the product of the given reaction. From a dataset of Forward reaction prediction with 1.9M reactions from USPTO patents (1976-2016). (1) Given the reactants [O:1]=[C:2]([C:8]1[CH:13]=[CH:12][CH:11]=[CH:10][N:9]=1)[C:3]([O:5][CH2:6][CH3:7])=[O:4].C[Mg]Br, predict the reaction product. The product is: [OH:1][CH:2]([C:8]1[CH:13]=[CH:12][CH:11]=[CH:10][N:9]=1)[C:3]([O:5][CH2:6][CH3:7])=[O:4]. (2) The product is: [CH3:39][O:41][C:26]1[CH:25]=[CH:24][C:22]2[CH2:23][N:17]([C:4]3[CH:3]=[C:2]([NH:31][C:30](=[O:37])[O:32][C:33]([CH3:36])([CH3:35])[CH3:34])[C:11]4[C:6](=[CH:7][CH:8]=[C:9]([CH3:45])[CH:10]=4)[N:5]=3)[CH2:18][CH2:19][S:20](=[O:28])(=[O:29])[C:21]=2[CH:27]=1. Given the reactants Cl[C:2]1[C:11]2[C:6](=[CH:7][CH:8]=[C:9](OC(F)(F)F)[CH:10]=2)[N:5]=[C:4]([N:17]2[CH2:23][C:22]3[CH:24]=[CH:25][CH:26]=[CH:27][C:21]=3[S:20](=[O:29])(=[O:28])[CH2:19][CH2:18]2)[CH:3]=1.[C:30](=[O:37])([O:32][C:33]([CH3:36])([CH3:35])[CH3:34])[NH2:31].C[C:39](C)([O-:41])C.[Na+].O1CCOC[CH2:45]1, predict the reaction product. (3) Given the reactants N([C:3]1[N:12]=[CH:11][CH:10]=[C:9]2[C:4]=1[CH:5]=[C:6]([C:31]1[CH:36]=[CH:35][CH:34]=[CH:33][CH:32]=1)[C:7]([C:13]1[CH:18]=[CH:17][C:16]([C:19]3([NH:23][C:24](=[O:30])[O:25][C:26]([CH3:29])([CH3:28])[CH3:27])[CH2:22][CH2:21][CH2:20]3)=[CH:15][CH:14]=1)=[N:8]2)N.C1N=CN(C(N2C=NC=C2)=O)C=1.O1CCOCC1, predict the reaction product. The product is: [C:31]1([C:6]2[C:7]([C:13]3[CH:18]=[CH:17][C:16]([C:19]4([NH:23][C:24](=[O:30])[O:25][C:26]([CH3:28])([CH3:27])[CH3:29])[CH2:20][CH2:21][CH2:22]4)=[CH:15][CH:14]=3)=[N:8][C:9]3[C:4]([CH:5]=2)=[CH:3][N:12]=[CH:11][CH:10]=3)[CH:32]=[CH:33][CH:34]=[CH:35][CH:36]=1. (4) Given the reactants [H-].[Al+3].[Li+].[H-].[H-].[H-].[C:7]1([C@@:13]2([C:25]#[N:26])[CH2:15][C@H:14]2[CH2:16][O:17][CH2:18][C:19]2[CH:24]=[CH:23][CH:22]=[CH:21][CH:20]=2)[CH:12]=[CH:11][CH:10]=[CH:9][CH:8]=1, predict the reaction product. The product is: [C:7]1([C@@:13]2([CH2:25][NH2:26])[CH2:15][C@H:14]2[CH2:16][O:17][CH2:18][C:19]2[CH:24]=[CH:23][CH:22]=[CH:21][CH:20]=2)[CH:8]=[CH:9][CH:10]=[CH:11][CH:12]=1. (5) Given the reactants N1C=NC=N1.P(Cl)(Cl)(Cl)=O.[CH2:11]([N:13]([CH2:16][CH3:17])[CH2:14][CH3:15])C.[CH3:18][C:19]1[N:27]2C(C(=O)[NH:24][CH:25]=[N:26]2)=[C:21]([C:29]2[CH:30]=[N:31][N:32]([CH3:34])[CH:33]=2)[N:20]=1.Cl.N1CCC1, predict the reaction product. The product is: [N:13]1([C:14]2[C:15]3=[C:21]([C:29]4[CH:30]=[N:31][N:32]([CH3:34])[CH:33]=4)[N:20]=[C:19]([CH3:18])[N:27]3[N:26]=[CH:25][N:24]=2)[CH2:11][CH2:17][CH2:16]1. (6) Given the reactants [C:1]([C:3]1([C:7]2[CH:8]=[C:9]([CH:14]=[CH:15][CH:16]=2)[C:10]([O:12]C)=[O:11])[CH2:6][CH2:5][CH2:4]1)#[N:2].O.[OH-].[Li+].O1CCCC1.CO, predict the reaction product. The product is: [C:1]([C:3]1([C:7]2[CH:8]=[C:9]([CH:14]=[CH:15][CH:16]=2)[C:10]([OH:12])=[O:11])[CH2:4][CH2:5][CH2:6]1)#[N:2].